From a dataset of Forward reaction prediction with 1.9M reactions from USPTO patents (1976-2016). Predict the product of the given reaction. (1) The product is: [C:31]([OH:2])(=[O:32])[CH3:33].[CH3:30][C:31]1([CH3:33])[N:15]=[C:14]([NH:13][CH2:6][C:7]2[CH:8]=[CH:9][CH:10]=[CH:11][CH:12]=2)[NH:16][C:17]([NH:19][CH2:20][CH2:21][CH2:22][CH2:23][CH2:24][CH2:25][CH2:26][CH2:27][CH2:28][CH3:29])=[N:18]1. Given the reactants C[OH:2].Cl.Cl.Cl.[CH2:6]([NH:13][C:14]([NH:16][C:17]([NH:19][CH2:20][CH2:21][CH2:22][CH2:23][CH2:24][CH2:25][CH2:26][CH2:27][CH2:28][CH3:29])=[NH:18])=[NH:15])[C:7]1[CH:12]=[CH:11][CH:10]=[CH:9][CH:8]=1.[CH3:30][C:31]([CH3:33])=[O:32], predict the reaction product. (2) Given the reactants Br[C:2]1[S:3][C:4]([NH:33]C(=O)OC(C)(C)C)=[C:5]([C:7](=[O:32])[NH:8][C:9]2[CH:10]=[N:11][N:12]([CH3:31])[C:13]=2[C@@H:14]2[CH2:20][CH2:19][C@@H:18]([NH:21]C(OC(C)(C)C)=O)[C@@H:17]([O:29][CH3:30])[CH2:16][O:15]2)[N:6]=1.[F:41][C:42]1[C:47]([F:48])=[CH:46][C:45]([F:49])=[CH:44][C:43]=1B(O)O, predict the reaction product. The product is: [NH2:33][C:4]1[S:3][C:2]([C:43]2[CH:44]=[C:45]([F:49])[CH:46]=[C:47]([F:48])[C:42]=2[F:41])=[N:6][C:5]=1[C:7]([NH:8][C:9]1[CH:10]=[N:11][N:12]([CH3:31])[C:13]=1[C@@H:14]1[CH2:20][CH2:19][C@@H:18]([NH2:21])[C@@H:17]([O:29][CH3:30])[CH2:16][O:15]1)=[O:32]. (3) The product is: [F:28][C:23]1[CH:24]=[CH:25][CH:26]=[CH:27][C:22]=1[O:21][CH2:20][CH:16]1[CH2:17][CH2:18][CH2:19][N:14]([CH2:13][CH2:12][C:8]2[NH:7][C:6](=[O:5])[CH:11]=[N:10][CH:9]=2)[CH2:15]1. Given the reactants C([O:5][C:6]1[CH:11]=[N:10][CH:9]=[C:8]([CH2:12][CH2:13][N:14]2[CH2:19][CH2:18][CH2:17][CH:16]([CH2:20][O:21][C:22]3[CH:27]=[CH:26][CH:25]=[CH:24][C:23]=3[F:28])[CH2:15]2)[N:7]=1)(C)(C)C.C(=O)(O)[O-].[Na+].ClCCl, predict the reaction product. (4) Given the reactants CC1C=CC(S(O[CH:12]2[CH2:17][O:16][CH:15]([C:18]3[CH:23]=[CH:22][CH:21]=[CH:20][CH:19]=3)[O:14][CH2:13]2)(=O)=O)=CC=1.CN(C=O)C.[N-:29]=[N+:30]=[N-:31].[Na+], predict the reaction product. The product is: [N:29]([CH:12]1[CH2:17][O:16][CH:15]([C:18]2[CH:23]=[CH:22][CH:21]=[CH:20][CH:19]=2)[O:14][CH2:13]1)=[N+:30]=[N-:31]. (5) The product is: [F:38][C:39]([F:50])([F:49])[C:40]([N:10]([CH2:11][C:13]1([C:26]([O:28][CH3:29])=[O:27])[CH2:18][CH2:17][N:16]([C:19]([O:21][C:22]([CH3:25])([CH3:24])[CH3:23])=[O:20])[CH2:15][CH2:14]1)[C@@H:8]1[CH2:9][C@H:7]1[C:1]1[CH:6]=[CH:5][CH:4]=[CH:3][CH:2]=1)=[O:41]. Given the reactants [C:1]1([C@@H:7]2[CH2:9][C@H:8]2[NH2:10])[CH:6]=[CH:5][CH:4]=[CH:3][CH:2]=1.[CH:11]([C:13]1([C:26]([O:28][CH3:29])=[O:27])[CH2:18][CH2:17][N:16]([C:19]([O:21][C:22]([CH3:25])([CH3:24])[CH3:23])=[O:20])[CH2:15][CH2:14]1)=O.C(O)(=O)C.C([BH3-])#N.[Na+].[F:38][C:39]([F:50])([F:49])[C:40](O[C:40](=[O:41])[C:39]([F:50])([F:49])[F:38])=[O:41].C(N(CC)CC)C, predict the reaction product. (6) Given the reactants [Li]CCCC.Br[C:7]1[CH:8]=[CH:9][CH:10]=[C:11]2[C:16]=1[N:15]=[CH:14][CH:13]=[CH:12]2.[Cl:17][CH2:18][C:19](N(OC)C)=[O:20].Cl.C([O-])(O)=O.[Na+], predict the reaction product. The product is: [Cl:17][CH2:18][C:19]([C:7]1[CH:8]=[CH:9][CH:10]=[C:11]2[C:16]=1[N:15]=[CH:14][CH:13]=[CH:12]2)=[O:20]. (7) The product is: [CH3:25][S:26]([CH2:30][C:3]1[C:4]2[C:9](=[CH:8][CH:7]=[C:6]([C:10]([N:12]3[CH2:18][C:17]4([CH3:20])[CH2:19][CH:13]3[CH2:14][C:15]([CH3:22])([CH3:21])[CH2:16]4)=[O:11])[CH:5]=2)[NH:1][CH:2]=1)(=[O:28])=[O:27]. Given the reactants [NH:1]1[C:9]2[C:4](=[CH:5][C:6]([C:10]([N:12]3[CH2:18][C:17]4([CH3:20])[CH2:19][CH:13]3[CH2:14][C:15]([CH3:22])([CH3:21])[CH2:16]4)=[O:11])=[CH:7][CH:8]=2)[CH:3]=[CH:2]1.C=O.[CH3:25][S:26]([O-:28])=[O:27].[Na+].[C:30](O)(=O)C, predict the reaction product. (8) Given the reactants [Cl:1][C:2]1[S:3][CH:4]=[CH:5][CH:6]=1.[C:7]([O:11][C:12]([N:14]1[CH2:19][CH2:18][CH:17]([CH:20]=[O:21])[CH2:16][CH2:15]1)=[O:13])([CH3:10])([CH3:9])[CH3:8], predict the reaction product. The product is: [C:7]([O:11][C:12]([N:14]1[CH2:19][CH2:18][CH:17]([CH:20]([C:4]2[S:3][C:2]([Cl:1])=[CH:6][CH:5]=2)[OH:21])[CH2:16][CH2:15]1)=[O:13])([CH3:10])([CH3:9])[CH3:8].